Dataset: Full USPTO retrosynthesis dataset with 1.9M reactions from patents (1976-2016). Task: Predict the reactants needed to synthesize the given product. (1) Given the product [C:9]12([CH2:2][O:23]1)[C:18]1[C:13]3=[C:14]([CH:19]=[CH:20][C:21](=[O:22])[N:12]3[CH2:11][CH2:10]2)[CH:15]=[CH:16][CH:17]=1, predict the reactants needed to synthesize it. The reactants are: [I-].[CH3:2][S+](C)(C)=O.[H-].[Na+].[C:9]1(=[O:23])[C:18]2[C:13]3=[C:14]([CH:19]=[CH:20][C:21](=[O:22])[N:12]3[CH2:11][CH2:10]1)[CH:15]=[CH:16][CH:17]=2. (2) Given the product [CH2:1]([OH:23])[C@H:2]1[O:7][C@H:6]([O:8][C@H:9]2[C@H:14]([OH:15])[C@@H:13]([OH:16])[C@H:12]([OH:17])[O:11][C@@H:10]2[CH2:18][OH:19])[C@H:5]([OH:20])[C@@H:4]([OH:21])[C@@H:3]1[OH:22], predict the reactants needed to synthesize it. The reactants are: [CH2:1]([OH:23])[C@H:2]1[O:7][C@H:6]([O:8][C@H:9]2[C@H:14]([OH:15])[C@@H:13]([OH:16])[C@H:12]([OH:17])[O:11][C@@H:10]2[CH2:18][OH:19])[C@H:5]([OH:20])[C@@H:4]([OH:21])[C@@H:3]1[OH:22].O.C(O)C.